Dataset: Forward reaction prediction with 1.9M reactions from USPTO patents (1976-2016). Task: Predict the product of the given reaction. (1) Given the reactants Br[C:2]1[S:3][C:4]([C:7]2[CH:12]=[CH:11][C:10]([O:13][CH:14]([CH3:16])[CH3:15])=[C:9]([Cl:17])[CH:8]=2)=[N:5][N:6]=1.CC1(C)C(C)(C)OB([C:26]2[CH:31]=[CH:30][N:29]=[C:28]3[N:32]([CH2:35][CH2:36][C:37]([O:39][CH2:40][CH3:41])=[O:38])[CH:33]=[CH:34][C:27]=23)O1.C([O-])([O-])=O.[Cs+].[Cs+].O, predict the reaction product. The product is: [Cl:17][C:9]1[CH:8]=[C:7]([C:4]2[S:3][C:2]([C:26]3[CH:31]=[CH:30][N:29]=[C:28]4[N:32]([CH2:35][CH2:36][C:37]([O:39][CH2:40][CH3:41])=[O:38])[CH:33]=[CH:34][C:27]=34)=[N:6][N:5]=2)[CH:12]=[CH:11][C:10]=1[O:13][CH:14]([CH3:16])[CH3:15]. (2) Given the reactants [Cl:1][C:2]1[CH:7]=[CH:6][C:5]([C:8]2[C:13]([Cl:14])=[CH:12][CH:11]=[C:10]([CH2:15][NH:16][CH2:17][C:18]3[CH:23]=[CH:22][C:21]([F:24])=[CH:20][CH:19]=3)[CH:9]=2)=[CH:4][CH:3]=1.C(N(CC)CC)C.[Cl:32][C:33]1[C:34]([OH:44])=[C:35]([S:40](Cl)(=[O:42])=[O:41])[CH:36]=[C:37]([Cl:39])[CH:38]=1, predict the reaction product. The product is: [Cl:32][C:33]1[C:34]([OH:44])=[C:35]([S:40]([N:16]([CH2:15][C:10]2[CH:9]=[C:8]([C:5]3[CH:6]=[CH:7][C:2]([Cl:1])=[CH:3][CH:4]=3)[C:13]([Cl:14])=[CH:12][CH:11]=2)[CH2:17][C:18]2[CH:19]=[CH:20][C:21]([F:24])=[CH:22][CH:23]=2)(=[O:42])=[O:41])[CH:36]=[C:37]([Cl:39])[CH:38]=1. (3) The product is: [Cl:1][C:2]1[C:10]2[N:9]([CH2:26][CH2:25][C:22]3[CH:21]=[N:20][C:19]([C:18]([F:28])([F:17])[F:27])=[CH:24][CH:23]=3)[C:8]3[CH2:11][CH2:12][N:13]([CH3:15])[CH2:14][C:7]=3[C:6]=2[CH:5]=[C:4]([Cl:16])[CH:3]=1. Given the reactants [Cl:1][C:2]1[C:10]2[NH:9][C:8]3[CH2:11][CH2:12][N:13]([CH3:15])[CH2:14][C:7]=3[C:6]=2[CH:5]=[C:4]([Cl:16])[CH:3]=1.[F:17][C:18]([F:28])([F:27])[C:19]1[CH:24]=[CH:23][C:22]([CH:25]=[CH2:26])=[CH:21][N:20]=1.[OH-].[K+], predict the reaction product.